Task: Predict the product of the given reaction.. Dataset: Forward reaction prediction with 1.9M reactions from USPTO patents (1976-2016) Given the reactants [H-].[Na+].Cl.[NH2:4][C:5]([NH2:7])=[NH:6].[CH2:8]([O:10][C:11](=[O:34])[C:12]1([CH2:33][CH2:32][CH2:31][CH2:30]1)[N:13]([S:15]([C:18]1[CH:27]=[C:26]2[C:21]([C:22]([Cl:29])=[CH:23][N:24]=[C:25]2Cl)=[CH:20][CH:19]=1)(=[O:17])=[O:16])[CH3:14])[CH3:9].O, predict the reaction product. The product is: [CH2:8]([O:10][C:11](=[O:34])[C:12]1([CH2:30][CH2:31][CH2:32][CH2:33]1)[N:13]([S:15]([C:18]1[CH:27]=[C:26]2[C:21]([C:22]([Cl:29])=[CH:23][N:24]=[C:25]2[NH:6][C:5]([NH2:7])=[NH:4])=[CH:20][CH:19]=1)(=[O:17])=[O:16])[CH3:14])[CH3:9].